This data is from hERG potassium channel inhibition data for cardiac toxicity prediction from Karim et al.. The task is: Regression/Classification. Given a drug SMILES string, predict its toxicity properties. Task type varies by dataset: regression for continuous values (e.g., LD50, hERG inhibition percentage) or binary classification for toxic/non-toxic outcomes (e.g., AMES mutagenicity, cardiotoxicity, hepatotoxicity). Dataset: herg_karim. (1) The drug is CC(C)C[C@H](NC(=O)c1cc2ccccc2s1)C(=O)N1CCN(C(=O)[C@H](CO)NS(=O)(=O)c2ccc(Cl)cc2Cl)CC1. The result is 0 (non-blocker). (2) The molecule is CC(=O)c1ccc(NC(=O)NS(=O)(=O)c2ccc(OCCCN3CCCCC3)cc2)cc1. The result is 0 (non-blocker).